This data is from Forward reaction prediction with 1.9M reactions from USPTO patents (1976-2016). The task is: Predict the product of the given reaction. Given the reactants [Br:1][CH2:2][CH2:3][CH2:4][CH2:5]/[CH:6]=[CH:7]\[CH:8]=[CH:9]/[CH2:10][CH2:11][CH2:12][CH2:13]Br.[N:15]1[C:24]2[CH2:23][CH2:22][CH2:21][CH2:20][C:19]=2[CH:18]=[CH:17][CH:16]=1, predict the reaction product. The product is: [Br-:1].[Br-:1].[CH2:2]([N+:15]1[C:24]2[CH2:23][CH2:22][CH2:21][CH2:20][C:19]=2[CH:18]=[CH:17][CH:16]=1)[CH2:3][CH2:4][CH2:5]/[CH:6]=[CH:7]\[CH:8]=[CH:9]/[CH2:10][CH2:11][CH2:12][CH2:13][N+:15]1[C:24]2[CH2:23][CH2:22][CH2:21][CH2:20][C:19]=2[CH:18]=[CH:17][CH:16]=1.